From a dataset of Forward reaction prediction with 1.9M reactions from USPTO patents (1976-2016). Predict the product of the given reaction. (1) Given the reactants [CH3:1][C:2]1([CH3:31])[CH2:11][CH2:10][C:9]([CH3:13])([CH3:12])[C:8]2[CH:7]=[C:6]([C:14]3([C:19]4[CH:24]=[CH:23][C:22]([CH2:25][CH2:26][C:27]([O:29][CH3:30])=[O:28])=[CH:21][CH:20]=4)OCC[O:15]3)[CH:5]=[CH:4][C:3]1=2.II, predict the reaction product. The product is: [CH3:1][C:2]1([CH3:31])[CH2:11][CH2:10][C:9]([CH3:12])([CH3:13])[C:8]2[CH:7]=[C:6]([C:14]([C:19]3[CH:24]=[CH:23][C:22]([CH2:25][CH2:26][C:27]([O:29][CH3:30])=[O:28])=[CH:21][CH:20]=3)=[O:15])[CH:5]=[CH:4][C:3]1=2. (2) Given the reactants [CH3:1][S:2][C:3]1[CH:4]=[C:5]([N:9]2[CH2:24][CH:12]3[CH2:13][N:14]([C:17]([O:19][C:20]([CH3:23])([CH3:22])[CH3:21])=[O:18])[CH2:15][CH2:16][N:11]3[C:10]2=[O:25])[CH:6]=[CH:7][CH:8]=1.ClC1C=CC=C(C(OO)=[O:34])C=1.[OH2:37], predict the reaction product. The product is: [CH3:1][S:2]([C:3]1[CH:4]=[C:5]([N:9]2[CH2:24][CH:12]3[CH2:13][N:14]([C:17]([O:19][C:20]([CH3:22])([CH3:21])[CH3:23])=[O:18])[CH2:15][CH2:16][N:11]3[C:10]2=[O:25])[CH:6]=[CH:7][CH:8]=1)(=[O:34])=[O:37]. (3) The product is: [CH3:12][C:10]([C:14]1[CH:15]=[CH:16][C:17]([CH2:18][N:19]2[C:24](=[O:25])[CH2:23][C:22](=[O:29])[N:7]([C:3]3[CH:4]=[N:5][CH:6]=[CH:1][CH:2]=3)[C:8]2=[O:9])=[CH:20][CH:21]=1)([CH3:13])[CH3:11]. Given the reactants [CH:1]1[CH:6]=[N:5][CH:4]=[C:3]([N:7]=[C:8]=[O:9])[CH:2]=1.[C:10]([C:14]1[CH:21]=[CH:20][C:17]([CH2:18][NH2:19])=[CH:16][CH:15]=1)([CH3:13])([CH3:12])[CH3:11].[C:22](OCC)(=[O:29])[CH2:23][C:24](OCC)=[O:25].[O-]CC.[Na+], predict the reaction product. (4) The product is: [F:17][C:14]([F:15])([F:16])[C:13]([C:6]1[C:7]([CH3:12])=[N:8][C:9]2[C:4]([C:5]=1[C:19]1[CH:20]=[CH:21][C:22]([F:25])=[CH:23][CH:24]=1)=[CH:3][C:2]([N:26]1[CH2:29][CH:28]([OH:30])[CH2:27]1)=[CH:11][CH:10]=2)=[O:18]. Given the reactants Br[C:2]1[CH:3]=[C:4]2[C:9](=[CH:10][CH:11]=1)[N:8]=[C:7]([CH3:12])[C:6]([C:13](=[O:18])[C:14]([F:17])([F:16])[F:15])=[C:5]2[C:19]1[CH:24]=[CH:23][C:22]([F:25])=[CH:21][CH:20]=1.[NH:26]1[CH2:29][CH:28]([OH:30])[CH2:27]1, predict the reaction product. (5) Given the reactants [CH3:1][C:2]1[CH2:6][CH:5]([CH3:7])[N:4]([CH2:8][C:9]([OH:11])=O)[N:3]=1.[F:12][C:13]1[CH:18]=[CH:17][CH:16]=[C:15]([F:19])[C:14]=1[CH:20]1[O:24][N:23]=[C:22]([C:25]2[N:26]=[C:27]([CH:30]3[CH2:35][CH2:34][NH:33][CH2:32][CH2:31]3)[S:28][CH:29]=2)[CH2:21]1.ON1C2C=CC=CC=2N=N1.C(N(CC)CC)C, predict the reaction product. The product is: [F:12][C:13]1[CH:18]=[CH:17][CH:16]=[C:15]([F:19])[C:14]=1[CH:20]1[O:24][N:23]=[C:22]([C:25]2[N:26]=[C:27]([CH:30]3[CH2:35][CH2:34][N:33]([C:9](=[O:11])[CH2:8][N:4]4[CH:5]([CH3:7])[CH2:6][C:2]([CH3:1])=[N:3]4)[CH2:32][CH2:31]3)[S:28][CH:29]=2)[CH2:21]1. (6) Given the reactants [C:1]([C:9]1[CH:10]=[CH:11][C:12]([N+:29]([O-])=O)=[C:13]([CH:28]=1)[CH2:14][NH:15][CH2:16][CH2:17][C:18]([N:20]([CH:22]1[CH2:27][CH2:26][CH2:25][CH2:24][CH2:23]1)[CH3:21])=[O:19])(=[O:8])[C:2]1[CH:7]=[CH:6][CH:5]=[CH:4][CH:3]=1.S1C=CC=C1.[H][H], predict the reaction product. The product is: [NH2:29][C:12]1[CH:11]=[CH:10][C:9]([C:1](=[O:8])[C:2]2[CH:7]=[CH:6][CH:5]=[CH:4][CH:3]=2)=[CH:28][C:13]=1[CH2:14][NH:15][CH2:16][CH2:17][C:18]([N:20]([CH:22]1[CH2:23][CH2:24][CH2:25][CH2:26][CH2:27]1)[CH3:21])=[O:19]. (7) Given the reactants [Cl:1][C:2]1[CH:7]=[CH:6][N:5]=[C:4]2[CH:8]=[C:9]([C:11]3[N:12]([CH3:16])C=CN=3)[S:10][C:3]=12.Br[C:18]1[N:19]=[CH:20]N(C)C=1, predict the reaction product. The product is: [Cl:1][C:2]1[CH:7]=[CH:6][N:5]=[C:4]2[CH:8]=[C:9]([C:11]3[N:12]=[CH:16][N:19]([CH3:20])[CH:18]=3)[S:10][C:3]=12. (8) Given the reactants [C:1]([O:5][C:6](=[O:16])[NH:7][C:8]1[C:13](Br)=[N:12][C:11]([Br:15])=[CH:10][N:9]=1)([CH3:4])([CH3:3])[CH3:2].O.[NH2:18][NH2:19], predict the reaction product. The product is: [C:1]([O:5][C:6](=[O:16])[NH:7][C:8]1[C:13]([NH:18][NH2:19])=[N:12][C:11]([Br:15])=[CH:10][N:9]=1)([CH3:4])([CH3:3])[CH3:2]. (9) Given the reactants C([O:4][CH2:5][C:6]1[C:11]([N:12]2[CH2:24][CH2:23][N:15]3[C:16]4[CH2:17][CH2:18][CH2:19][CH2:20][C:21]=4[CH:22]=[C:14]3[C:13]2=[O:25])=[CH:10][CH:9]=[CH:8][C:7]=1[C:26]1[CH:31]=[C:30]([NH:32][C:33]2[CH:44]=[C:36]3[CH2:37][N:38]([C:41](=[O:43])[CH3:42])[CH2:39][CH2:40][N:35]3[N:34]=2)[C:29](=[O:45])[N:28]([CH3:46])[CH:27]=1)(=O)C.[OH-].[Li+].C1COCC1.CC(O)C, predict the reaction product. The product is: [C:41]([N:38]1[CH2:39][CH2:40][N:35]2[N:34]=[C:33]([NH:32][C:30]3[C:29](=[O:45])[N:28]([CH3:46])[CH:27]=[C:26]([C:7]4[C:6]([CH2:5][OH:4])=[C:11]([N:12]5[CH2:24][CH2:23][N:15]6[C:16]7[CH2:17][CH2:18][CH2:19][CH2:20][C:21]=7[CH:22]=[C:14]6[C:13]5=[O:25])[CH:10]=[CH:9][CH:8]=4)[CH:31]=3)[CH:44]=[C:36]2[CH2:37]1)(=[O:43])[CH3:42].